This data is from Catalyst prediction with 721,799 reactions and 888 catalyst types from USPTO. The task is: Predict which catalyst facilitates the given reaction. (1) Reactant: C(OC(=O)[NH:7][CH:8]1[CH2:14][S:13][CH2:12][CH2:11][N:10]([CH2:15][C:16]2[CH:21]=[C:20]([Cl:22])[N:19]=[C:18]([Cl:23])[CH:17]=2)[C:9]1=[O:24])(C)(C)C.Cl. Product: [ClH:22].[NH2:7][CH:8]1[CH2:14][S:13][CH2:12][CH2:11][N:10]([CH2:15][C:16]2[CH:17]=[C:18]([Cl:23])[N:19]=[C:20]([Cl:22])[CH:21]=2)[C:9]1=[O:24]. The catalyst class is: 12. (2) Reactant: [O:1]1[C:5]2([CH2:10][CH2:9][NH:8][CH2:7][CH2:6]2)[O:4][CH2:3][CH2:2]1.[C:11](#[N:15])/[CH:12]=[CH:13]/[CH3:14]. Product: [O:1]1[C:5]2([CH2:10][CH2:9][N:8]([CH:13]([CH3:14])[CH2:12][C:11]#[N:15])[CH2:7][CH2:6]2)[O:4][CH2:3][CH2:2]1. The catalyst class is: 5. (3) The catalyst class is: 10. Product: [C:53]([C:50]1[CH:51]=[C:52]2[C:47](=[CH:48][CH:49]=1)[NH:46][CH:45]=[C:44]2[CH2:43][CH2:42][CH2:41][N:11]1[CH2:10][CH2:9][N:8]([C:7]2[CH:6]=[CH:5][C:4]([N:14]3[CH:23]=[CH:22][C:21]4[N:20]=[C:19]([O:24][CH2:25][C:26]([OH:28])=[O:27])[CH:18]=[CH:17][C:16]=4[C:15]3=[O:29])=[CH:3][C:2]=2[F:1])[CH2:13][CH2:12]1)#[N:54]. Reactant: [F:1][C:2]1[CH:3]=[C:4]([N:14]2[CH:23]=[CH:22][C:21]3[N:20]=[C:19]([O:24][CH2:25][C:26]([OH:28])=[O:27])[CH:18]=[CH:17][C:16]=3[C:15]2=[O:29])[CH:5]=[CH:6][C:7]=1[N:8]1[CH2:13][CH2:12][NH:11][CH2:10][CH2:9]1.CC1C=CC(S(O[CH2:41][CH2:42][CH2:43][C:44]2[C:52]3[C:47](=[CH:48][CH:49]=[C:50]([C:53]#[N:54])[CH:51]=3)[NH:46][CH:45]=2)(=O)=O)=CC=1.C(=O)([O-])[O-].[K+].[K+].[I-].[K+].